From a dataset of Reaction yield outcomes from USPTO patents with 853,638 reactions. Predict the reaction yield, written as a fraction of the theoretical maximum amount of product (1.0 means a 100% yield; for example, 0.34 means a 34% yield). (1) The reactants are Cl.[NH2:2][C:3]1[N:8]=[CH:7][C:6]([OH:9])=[CH:5][CH:4]=1.[OH-].[K+].[O:12]=[C:13]1[C:21]([C:22](O)=[O:23])=[C:16]2[CH2:17][O:18][CH2:19][CH2:20][N:15]2[N:14]1[C:25]1[CH:30]=[CH:29][CH:28]=[CH:27][CH:26]=1.C1C=NC2N(O)N=NC=2C=1.CCN=C=NCCCN(C)C. The catalyst is CN(C=O)C.O. The product is [OH:9][C:6]1[CH:5]=[CH:4][C:3]([NH:2][C:22]([C:21]2[C:13](=[O:12])[N:14]([C:25]3[CH:26]=[CH:27][CH:28]=[CH:29][CH:30]=3)[N:15]3[CH2:20][CH2:19][O:18][CH2:17][C:16]=23)=[O:23])=[N:8][CH:7]=1. The yield is 0.560. (2) The reactants are Br[C:2]1[CH:3]=[C:4]2[C:9](=[CH:10][CH:11]=1)[O:8][C:7]([CH2:12][N:13]1[CH2:18][CH2:17][O:16][CH2:15][CH2:14]1)=[C:6]([C:19]1[CH:24]=[CH:23][CH:22]=[CH:21][CH:20]=1)[C:5]2=[O:25].[H][H]. The catalyst is CO.[Pd]. The product is [O:16]1[CH2:17][CH2:18][N:13]([CH2:12][C:7]2[O:8][C:9]3[C:4]([C:5](=[O:25])[C:6]=2[C:19]2[CH:20]=[CH:21][CH:22]=[CH:23][CH:24]=2)=[CH:3][CH:2]=[CH:11][CH:10]=3)[CH2:14][CH2:15]1. The yield is 0.870. (3) The reactants are [F:1][C:2]1[CH:7]=[C:6]([F:8])[CH:5]=[CH:4][C:3]=1[C:9]([OH:32])([CH2:26][N:27]1[CH:31]=[N:30][CH:29]=[N:28]1)[CH2:10][N:11]1[CH:15]=[C:14]([CH2:16][O:17][C:18]2[CH:25]=[CH:24][C:21](C=O)=[CH:20][CH:19]=2)[N:13]=[N:12]1.[CH3:33][C:34]([CH3:36])=[O:35].[OH-].[Na+].[CH3:39]O. No catalyst specified. The product is [F:1][C:2]1[CH:7]=[C:6]([F:8])[CH:5]=[CH:4][C:3]=1[C:9]([OH:32])([CH2:26][N:27]1[CH:31]=[N:30][CH:29]=[N:28]1)[CH2:10][N:11]1[CH:15]=[C:14]([CH2:16][O:17][C:18]2[CH:25]=[CH:24][C:21](/[CH:39]=[CH:33]/[C:34](=[O:35])[CH3:36])=[CH:20][CH:19]=2)[N:13]=[N:12]1. The yield is 0.825. (4) The reactants are [Br:1][C:2]1[CH:7]=[C:6]([CH2:8][O:9][Si:10]([CH:17]([CH3:19])[CH3:18])([CH:14]([CH3:16])[CH3:15])[CH:11]([CH3:13])[CH3:12])[C:5]([Cl:20])=[CH:4][C:3]=1[CH2:21][OH:22].[H-].[Na+].[CH2:25](Br)[CH:26]=[CH2:27]. The catalyst is CN(C=O)C. The product is [CH2:27]([O:22][CH2:21][C:3]1[C:2]([Br:1])=[CH:7][C:6]([CH2:8][O:9][Si:10]([CH:17]([CH3:19])[CH3:18])([CH:11]([CH3:12])[CH3:13])[CH:14]([CH3:15])[CH3:16])=[C:5]([Cl:20])[CH:4]=1)[CH:26]=[CH2:25]. The yield is 0.950. (5) The reactants are [CH3:1][O:2][C:3]([C:5]1[CH:14]=[CH:13][C:12]2[C:7](=[CH:8][CH:9]=[C:10](Br)[CH:11]=2)[CH:6]=1)=[O:4].C(=O)([O-])[O-].[Cs+].[Cs+].[NH:22]1[CH2:25][CH2:24][CH2:23]1.C([O-])(O)=O.[Na+]. The catalyst is C1(C)C=CC=CC=1.C([O-])(=O)C.[Pd+2].C([O-])(=O)C.C1C=CC(P(C2C(C3C(P(C4C=CC=CC=4)C4C=CC=CC=4)=CC=C4C=3C=CC=C4)=C3C(C=CC=C3)=CC=2)C2C=CC=CC=2)=CC=1. The product is [CH3:1][O:2][C:3]([C:5]1[CH:14]=[CH:13][C:12]2[C:7](=[CH:8][CH:9]=[C:10]([N:22]3[CH2:25][CH2:24][CH2:23]3)[CH:11]=2)[CH:6]=1)=[O:4]. The yield is 0.300. (6) The reactants are [CH3:1][O:2][C:3]1[C:12]2[C:7](=[CH:8][CH:9]=[CH:10][CH:11]=2)[C:6]([NH:13]S(C2SC=CC=2)(=O)=O)=[CH:5][C:4]=1[S:22][CH2:23][C:24]([O:26][CH3:27])=[O:25].[Cl:28][C:29]1[CH:34]=[CH:33][C:32]([CH2:35][C:36](Cl)=[O:37])=[CH:31][CH:30]=1. The catalyst is CCN(CC)CC. The product is [Cl:28][C:29]1[CH:34]=[CH:33][C:32]([CH2:35][C:36]([NH:13][C:6]2[C:7]3[C:12](=[CH:11][CH:10]=[CH:9][CH:8]=3)[C:3]([O:2][CH3:1])=[C:4]([S:22][CH2:23][C:24]([O:26][CH3:27])=[O:25])[CH:5]=2)=[O:37])=[CH:31][CH:30]=1. The yield is 0.690. (7) The reactants are [CH3:1][Si:2]([CH3:33])([CH3:32])[CH2:3][CH2:4][O:5][CH2:6][N:7]1[C:11]2[N:12]=[CH:13][N:14]=[C:15]([C:16]3[CH:17]=[N:18][N:19]([CH:21]([CH2:27][C:28]([O:30]C)=[O:29])[CH2:22][C:23]([O:25]C)=[O:24])[CH:20]=3)[C:10]=2[CH:9]=[CH:8]1.CO.O.[OH-].[Li+]. The catalyst is O. The product is [CH3:33][Si:2]([CH3:1])([CH3:32])[CH2:3][CH2:4][O:5][CH2:6][N:7]1[C:11]2[N:12]=[CH:13][N:14]=[C:15]([C:16]3[CH:17]=[N:18][N:19]([CH:21]([CH2:27][C:28]([OH:30])=[O:29])[CH2:22][C:23]([OH:25])=[O:24])[CH:20]=3)[C:10]=2[CH:9]=[CH:8]1. The yield is 0.800. (8) The reactants are [CH2:1]([N:8]([CH2:26][C:27]1[CH:32]=[CH:31][CH:30]=[CH:29][CH:28]=1)[C@H:9]([C@H:17]1[O:21]C(=O)[N:19]2[CH2:23][CH2:24][CH2:25][C@H:18]12)[CH2:10][C:11]1[CH:16]=[CH:15][CH:14]=[CH:13][CH:12]=1)[C:2]1[CH:7]=[CH:6][CH:5]=[CH:4][CH:3]=1. The catalyst is O1CCOCC1.O.C(Cl)(Cl)Cl. The product is [CH2:26]([N:8]([CH2:1][C:2]1[CH:3]=[CH:4][CH:5]=[CH:6][CH:7]=1)[C@@H:9]([CH2:10][C:11]1[CH:12]=[CH:13][CH:14]=[CH:15][CH:16]=1)[C@H:17]([C@H:18]1[CH2:25][CH2:24][CH2:23][NH:19]1)[OH:21])[C:27]1[CH:28]=[CH:29][CH:30]=[CH:31][CH:32]=1. The yield is 0.840. (9) The reactants are [O:1]1[C@:3]2([CH2:8][CH2:7][CH2:6][C@H:5]([CH2:9][N:10]3[C:14]4[CH:15]=[C:16]([C:19]#[N:20])[CH:17]=[CH:18][C:13]=4[N:12]=[CH:11]3)[CH2:4]2)[CH2:2]1.[Br:21][C:22]1[CH:23]=[C:24]([CH:27]=[CH:28][CH:29]=1)[CH2:25][NH2:26]. The catalyst is C(O)C.C(Cl)Cl. The product is [Br:21][C:22]1[CH:23]=[C:24]([CH2:25][NH:26][CH2:2][C@:3]2([OH:1])[CH2:8][CH2:7][CH2:6][C@H:5]([CH2:9][N:10]3[C:14]4[CH:15]=[C:16]([C:19]#[N:20])[CH:17]=[CH:18][C:13]=4[N:12]=[CH:11]3)[CH2:4]2)[CH:27]=[CH:28][CH:29]=1. The yield is 0.719. (10) The reactants are [OH:1][CH2:2][CH2:3][CH2:4][CH2:5][CH2:6][CH2:7][CH2:8][C:9]([OH:11])=[O:10].[C:12](Cl)(=O)C.[O:16]1[CH:21]=[CH:20][CH2:19][CH2:18][CH2:17]1.C(N(CC)CC)C. The catalyst is CO. The product is [O:16]1[CH2:17][CH2:18][CH2:19][CH2:20][CH:21]1[O:1][CH2:2][CH2:3][CH2:4][CH2:5][CH2:6][CH2:7][CH2:8][C:9]([O:11][CH3:12])=[O:10]. The yield is 0.900.